Dataset: Full USPTO retrosynthesis dataset with 1.9M reactions from patents (1976-2016). Task: Predict the reactants needed to synthesize the given product. Given the product [CH3:21][O:20][C:18]([CH2:17][CH:16]1[C:11]2[C:10](=[CH:15][CH:14]=[CH:13][CH:12]=2)[N:9]=[C:8]([N:22]2[CH2:27][CH2:26][CH2:25][CH2:24][CH2:23]2)[N:7]1[C:1]1[CH:2]=[CH:3][CH:4]=[CH:5][CH:6]=1)=[O:19], predict the reactants needed to synthesize it. The reactants are: [C:1]1([N:7]=[C:8]=[N:9][C:10]2[CH:15]=[CH:14][CH:13]=[CH:12][C:11]=2[CH:16]=[CH:17][C:18]([O:20][CH3:21])=[O:19])[CH:6]=[CH:5][CH:4]=[CH:3][CH:2]=1.[NH:22]1[CH2:27][CH2:26][CH2:25][CH2:24][CH2:23]1.